From a dataset of Experimentally validated miRNA-target interactions with 360,000+ pairs, plus equal number of negative samples. Binary Classification. Given a miRNA mature sequence and a target amino acid sequence, predict their likelihood of interaction. (1) The miRNA is hsa-miR-665 with sequence ACCAGGAGGCUGAGGCCCCU. The protein sequence of the target gene is MAGLTLFVGRLPPSARSEQLEELFSQVGPVKQCFVVTEKGSKACRGFGYVTFSMLEDVQRALKEITTFEGCKINVTVAKKKLRNKTKEKGKNENSECPKKEPKAKKAKVADKKARLIIRNLSFKCSEDDLKTVFAQFGAVLEVNIPRKPDGKMRGFGFVQFKNLLEAGKALKGMNMKEIKGRTVAVDWAVAKDKYKDTQSVSAIGEEKSHESKHQESVKKKGREEEDMEEEENDDDDDDDDEEDGVFDDEDEEEENIESKVTKPVQIQKRAVKRPAPAKSSDHSEEDSDLEESDSIDDGE.... Result: 1 (interaction). (2) The miRNA is hsa-miR-520f-5p with sequence CCUCUAAAGGGAAGCGCUUUCU. The protein sequence of the target gene is MLLELSEEHKEHLAFLPQVDSAVVAEFGRIAVEFLRRGANPKIYEGAARKLNVSSDTVQHGVEGLTYLLTESSKLMISELDFQDSVFVLGFSEELNKLLLQLYLDNRKEIRTILSELAPSLPSYHNLEWRLDVQLASRSLRQQIKPAVTIKLHLNQNGDHNTKVLQTDPATLLHLVQQLEQALEEMKTNHCRRVVRNIK. Result: 0 (no interaction).